From a dataset of Catalyst prediction with 721,799 reactions and 888 catalyst types from USPTO. Predict which catalyst facilitates the given reaction. (1) Reactant: C[O:2][C:3]([C:5]1[N:6]=[CH:7][S:8][C:9]=1[C:10]1[CH:15]=[CH:14][CH:13]=[C:12]([F:16])[CH:11]=1)=[O:4].[OH-].[Na+]. Product: [F:16][C:12]1[CH:11]=[C:10]([C:9]2[S:8][CH:7]=[N:6][C:5]=2[C:3]([OH:4])=[O:2])[CH:15]=[CH:14][CH:13]=1. The catalyst class is: 36. (2) Reactant: [OH:1][C:2]1[N:6]2[C:7](=[O:19])[C:8]3[NH:9][CH:10]=[N:11][C:12]=3[N:13]([CH2:14][CH2:15][CH2:16][CH2:17][CH3:18])[C:5]2=[N:4][N:3]=1.[Br:20]N1C(=O)CCC1=O. Product: [Br:20][C:10]1[NH:9][C:8]2[C:7](=[O:19])[N:6]3[C:2]([OH:1])=[N:3][N:4]=[C:5]3[N:13]([CH2:14][CH2:15][CH2:16][CH2:17][CH3:18])[C:12]=2[N:11]=1. The catalyst class is: 1. (3) Reactant: [CH:1]([OH:3])=O.C(N(CC)CC)C.CN(C(ON1N=NC2C=CC=NC1=2)=[N+](C)C)C.F[P-](F)(F)(F)(F)F.[CH3:35][C@@H:36]1[CH2:41][N:40]([CH2:42][C:43]2[C:44]([C:48]3[CH2:49][CH2:50][NH:51][CH2:52][CH:53]=3)=[N:45][NH:46][CH:47]=2)[CH2:39][CH2:38][N:37]1[C:54]1[CH:59]=[CH:58][C:57]([C:60]([F:63])([F:62])[F:61])=[CH:56][N:55]=1. Product: [CH3:35][C@H:36]1[N:37]([C:54]2[CH:59]=[CH:58][C:57]([C:60]([F:61])([F:62])[F:63])=[CH:56][N:55]=2)[CH2:38][CH2:39][N:40]([CH2:42][C:43]2[C:44]([C:48]3[CH2:49][CH2:50][N:51]([CH:1]=[O:3])[CH2:52][CH:53]=3)=[N:45][NH:46][CH:47]=2)[CH2:41]1. The catalyst class is: 3. (4) Reactant: C([Zn][CH2:4][CH3:5])C.FC(F)(F)C(O)=O.ICI.[CH:16]([C:18]1[CH:19]=[C:20]([CH:25]=[CH:26][CH:27]=1)[C:21]([O:23][CH3:24])=[O:22])=C. Product: [CH:27]1([C:26]2[CH:25]=[C:20]([CH:19]=[CH:4][CH:5]=2)[C:21]([O:23][CH3:24])=[O:22])[CH2:18][CH2:16]1. The catalyst class is: 2. (5) Reactant: [Br:1][C:2]1[CH:3]=[C:4]2[C:8](=[CH:9][CH:10]=1)[NH:7][C:6](C(O)=O)=[C:5]2[S:14]([N:17]1[CH2:21][CH2:20][CH2:19][CH2:18]1)(=[O:16])=[O:15].C1(P(N=[N+]=[N-])(C2C=CC=CC=2)=[O:29])C=CC=CC=1.C([N:41]([CH2:44]C)CC)C.[F:46][C:47]1[CH:48]=[C:49]([CH:52]=[CH:53][CH:54]=1)[CH2:50][NH2:51]. Product: [Br:1][C:2]1[CH:3]=[C:4]2[C:8](=[CH:9][CH:10]=1)[NH:7][C:6]([N:51]([CH2:50][C:49]1[CH:52]=[CH:53][CH:54]=[C:47]([F:46])[CH:48]=1)[C:44]([NH2:41])=[O:29])=[C:5]2[S:14]([N:17]1[CH2:21][CH2:20][CH2:19][CH2:18]1)(=[O:16])=[O:15]. The catalyst class is: 48. (6) Reactant: C(OC([C:6]1[NH:7][C:8]([CH3:19])=[C:9]([C:12]2[CH2:13][CH2:14][N:15]([CH3:18])[CH2:16][CH:17]=2)[C:10]=1[CH3:11])=O)C.[OH-].[K+]. Product: [CH3:19][C:8]1[NH:7][CH:6]=[C:10]([CH3:11])[C:9]=1[C:12]1[CH2:13][CH2:14][N:15]([CH3:18])[CH2:16][CH:17]=1. The catalyst class is: 72. (7) Reactant: CS(O[CH:6]1[CH2:12][C@@H:11]2[N:13]([C:14]([O:16][C:17]([CH3:20])([CH3:19])[CH3:18])=[O:15])[C@@H:8]([CH2:9][CH2:10]2)[CH:7]1[C:21]([O:23][CH3:24])=[O:22])(=O)=O.C1CCN2C(=NCCC2)CC1. Product: [C@H:8]12[N:13]([C:14]([O:16][C:17]([CH3:18])([CH3:19])[CH3:20])=[O:15])[C@H:11]([CH2:10][CH2:9]1)[CH2:12][CH:6]=[C:7]2[C:21]([O:23][CH3:24])=[O:22]. The catalyst class is: 3.